This data is from Forward reaction prediction with 1.9M reactions from USPTO patents (1976-2016). The task is: Predict the product of the given reaction. (1) Given the reactants [CH2:1]([N:8]([CH2:29][CH:30]1[CH2:35][CH2:34][CH:33]([CH2:36][OH:37])[CH2:32][CH2:31]1)[S:9]([NH:12][C:13](=[O:28])[C:14]1[CH:19]=[C:18]([C:20]([F:23])([F:22])[F:21])[CH:17]=[C:16]([C:24]([F:27])([F:26])[F:25])[CH:15]=1)(=[O:11])=[O:10])[C:2]1[CH:7]=[CH:6][CH:5]=[CH:4][CH:3]=1.C(N(CC)CC)C.[C:45](=O)([O:54]N1C(=O)CCC1=O)[O:46][N:47]1[C:51](=[O:52])[CH2:50][CH2:49][C:48]1=[O:53], predict the reaction product. The product is: [CH2:1]([N:8]([CH2:29][CH:30]1[CH2:31][CH2:32][CH:33]([CH2:36][O:37][C:45]([O:46][N:47]2[C:51](=[O:52])[CH2:50][CH2:49][C:48]2=[O:53])=[O:54])[CH2:34][CH2:35]1)[S:9]([NH:12][C:13](=[O:28])[C:14]1[CH:19]=[C:18]([C:20]([F:21])([F:22])[F:23])[CH:17]=[C:16]([C:24]([F:25])([F:26])[F:27])[CH:15]=1)(=[O:11])=[O:10])[C:2]1[CH:3]=[CH:4][CH:5]=[CH:6][CH:7]=1. (2) Given the reactants [NH:1]1[CH2:9][CH2:8][CH:4]([C:5]([OH:7])=[O:6])[CH2:3][CH2:2]1.C(=O)(O)[O-].[Na+].Cl[C:16]([O:18][CH2:19][C:20]1[CH:25]=[CH:24][CH:23]=[CH:22][CH:21]=1)=[O:17], predict the reaction product. The product is: [CH2:19]([O:18][C:16]([N:1]1[CH2:9][CH2:8][CH:4]([C:5]([OH:7])=[O:6])[CH2:3][CH2:2]1)=[O:17])[C:20]1[CH:25]=[CH:24][CH:23]=[CH:22][CH:21]=1. (3) The product is: [CH3:13][O:14][CH2:15][O:1][CH2:2][C:3]([C:5]1[CH:10]=[CH:9][CH:8]=[CH:7][CH:6]=1)=[O:4]. Given the reactants [OH:1][CH2:2][C:3]([C:5]1[CH:10]=[CH:9][CH:8]=[CH:7][CH:6]=1)=[O:4].[H-].[Li+].[CH2:13](Cl)[O:14][CH3:15].[NH4+].[Cl-], predict the reaction product. (4) Given the reactants [OH:1][C:2]1[CH:10]=[C:9]([NH:11][S:12]([C:15]2[C:19]([Cl:20])=[C:18]([Cl:21])[S:17][C:16]=2[Cl:22])(=[O:14])=[O:13])[CH:8]=[CH:7][C:3]=1[C:4]([OH:6])=[O:5].O[CH:24]1[CH2:28][CH2:27][N:26]([C:29]([O:31][C:32]([CH3:35])([CH3:34])[CH3:33])=[O:30])[CH2:25]1, predict the reaction product. The product is: [OH:1][C:2]1[CH:10]=[C:9]([NH:11][S:12]([C:15]2[C:19]([Cl:20])=[C:18]([Cl:21])[S:17][C:16]=2[Cl:22])(=[O:14])=[O:13])[CH:8]=[CH:7][C:3]=1[C:4]([O:6][CH:28]1[CH2:24][CH2:25][N:26]([C:29]([O:31][C:32]([CH3:35])([CH3:34])[CH3:33])=[O:30])[CH2:27]1)=[O:5]. (5) The product is: [O:17]=[C:13]([CH3:12])[CH2:14][C:15]([N:1]1[CH2:6][CH2:5][CH:4]([C:7]([O:9][CH2:10][CH3:11])=[O:8])[CH2:3][CH2:2]1)=[O:16]. Given the reactants [NH:1]1[CH2:6][CH2:5][CH:4]([C:7]([O:9][CH2:10][CH3:11])=[O:8])[CH2:3][CH2:2]1.[CH2:12]=[C:13]1[O:17][C:15](=[O:16])[CH2:14]1, predict the reaction product. (6) Given the reactants CN(C)C=O.[H-].[Na+].[F:8][C:9]([F:23])([F:22])[C:10]1[CH:15]=[CH:14][N:13]=[C:12]([C:16]2[NH:17][O:18][C:19](=[O:21])[N:20]=2)[CH:11]=1.[Cl-].[NH4+].C[CH2:27][O:28][CH2:29]C, predict the reaction product. The product is: [CH3:27][O:28][CH2:29][N:20]1[C:19](=[O:21])[O:18][N:17]=[C:16]1[C:12]1[CH:11]=[C:10]([C:9]([F:8])([F:22])[F:23])[CH:15]=[CH:14][N:13]=1. (7) Given the reactants [NH2:1][C:2]1[C:7]([C:8]#[N:9])=[CH:6][N:5]=[C:4](Cl)[N:3]=1.[NH:11]1[CH2:16][CH2:15][O:14][CH2:13][CH2:12]1, predict the reaction product. The product is: [NH2:1][C:2]1[C:7]([C:8]#[N:9])=[CH:6][N:5]=[C:4]([N:11]2[CH2:16][CH2:15][O:14][CH2:13][CH2:12]2)[N:3]=1.